This data is from Forward reaction prediction with 1.9M reactions from USPTO patents (1976-2016). The task is: Predict the product of the given reaction. (1) Given the reactants [CH2:1]([O:3][C:4]1[CH:5]=[C:6]2[C:11](=[C:12]3[CH2:16][C:15]([CH3:18])([CH3:17])[O:14][C:13]=13)[C:10]([C:19]1[CH:20]=[C:21]([NH:25][C:26]([CH:28]3[CH2:33][CH2:32][CH2:31][N:30](C(OC(C)(C)C)=O)[CH2:29]3)=[O:27])[CH:22]=[CH:23][CH:24]=1)=[N:9][C:8]([CH3:42])([CH3:41])[CH2:7]2)[CH3:2].[ClH:43].C(OCC)(=O)C, predict the reaction product. The product is: [ClH:43].[ClH:43].[CH2:1]([O:3][C:4]1[CH:5]=[C:6]2[C:11](=[C:12]3[CH2:16][C:15]([CH3:18])([CH3:17])[O:14][C:13]=13)[C:10]([C:19]1[CH:20]=[C:21]([NH:25][C:26]([CH:28]3[CH2:33][CH2:32][CH2:31][NH:30][CH2:29]3)=[O:27])[CH:22]=[CH:23][CH:24]=1)=[N:9][C:8]([CH3:41])([CH3:42])[CH2:7]2)[CH3:2]. (2) Given the reactants C(OC([N:8]([CH3:35])[C@H:9]([C:11]([NH:13][C@@H:14]([CH:29]1[CH2:34][CH2:33][CH2:32][CH2:31][CH2:30]1)[C:15]([N:17]1[C@H:22]([C:23]([OH:25])=O)[CH2:21][N:20]2[CH2:26][CH2:27][CH2:28][C@@H:19]2[CH2:18]1)=[O:16])=[O:12])[CH3:10])=O)(C)(C)C.[C:36]1([CH:42]([C:44]2[CH:49]=[CH:48][CH:47]=[CH:46][CH:45]=2)[NH2:43])[CH:41]=[CH:40][CH:39]=[CH:38][CH:37]=1.[Cl-:50].COC1N=C(OC)N=C([N+]2(C)CCOCC2)N=1.CN1CCOCC1.C(OCC)(=O)C.Cl, predict the reaction product. The product is: [ClH:50].[ClH:50].[CH:29]1([C@H:14]([NH:13][C:11](=[O:12])[C@H:9]([CH3:10])[NH:8][CH3:35])[C:15]([N:17]2[C@H:22]([C:23]([NH:43][CH:42]([C:36]3[CH:41]=[CH:40][CH:39]=[CH:38][CH:37]=3)[C:44]3[CH:49]=[CH:48][CH:47]=[CH:46][CH:45]=3)=[O:25])[CH2:21][N:20]3[CH2:26][CH2:27][CH2:28][C@@H:19]3[CH2:18]2)=[O:16])[CH2:30][CH2:31][CH2:32][CH2:33][CH2:34]1. (3) Given the reactants [CH:1]1([N:6]2[C:10]3[N:11]=[C:12]([NH:15][C:16]4[CH:25]=[CH:24][C:23]5[CH2:22][NH:21][CH2:20][CH2:19][C:18]=5[N:17]=4)[N:13]=[CH:14][C:9]=3[C:8]3[CH:26]=[CH:27][N:28]=[CH:29][C:7]2=3)[CH2:5][CH2:4][CH2:3][CH2:2]1.[OH:30][CH2:31][C:32](O)=[O:33].C(Cl)CCl.ON1C2C=CC=CC=2N=N1.C(N(CC)C(C)C)(C)C, predict the reaction product. The product is: [CH:1]1([N:6]2[C:10]3[N:11]=[C:12]([NH:15][C:16]4[CH:25]=[CH:24][C:23]5[CH2:22][N:21]([C:31](=[O:30])[CH2:32][OH:33])[CH2:20][CH2:19][C:18]=5[N:17]=4)[N:13]=[CH:14][C:9]=3[C:8]3[CH:26]=[CH:27][N:28]=[CH:29][C:7]2=3)[CH2:2][CH2:3][CH2:4][CH2:5]1. (4) Given the reactants [F:1][C:2]1[CH:10]=[C:9]([N+:11]([O-:13])=[O:12])[CH:8]=[CH:7][C:3]=1[C:4]([OH:6])=O.CN(C=O)C.C(Cl)(=O)C(Cl)=O.[CH:25]([NH2:28])([CH3:27])[CH3:26], predict the reaction product. The product is: [F:1][C:2]1[CH:10]=[C:9]([N+:11]([O-:13])=[O:12])[CH:8]=[CH:7][C:3]=1[C:4]([NH:28][CH:25]([CH3:27])[CH3:26])=[O:6]. (5) The product is: [NH2:23][C:14]1[C:13]2=[N:12][N:11]([CH2:24][CH2:25][CH3:26])[C:10]([CH2:9][C:8]([NH:7][C:3](=[O:4])[CH:2]([CH3:6])[CH3:1])([CH3:28])[CH3:27])=[C:22]2[C:21]2[CH:20]=[CH:19][CH:18]=[CH:17][C:16]=2[N:15]=1. Given the reactants [CH3:1][CH:2]([CH3:6])[C:3](Cl)=[O:4].[NH2:7][C:8]([CH3:28])([CH3:27])[CH2:9][C:10]1[N:11]([CH2:24][CH2:25][CH3:26])[N:12]=[C:13]2[C:22]=1[C:21]1[CH:20]=[CH:19][CH:18]=[CH:17][C:16]=1[N:15]=[C:14]2[NH2:23].C(N(CC)CC)C.Cl.C(=O)([O-])[O-].[Na+].[Na+], predict the reaction product. (6) Given the reactants [CH3:1][C:2]([S:9]([CH3:12])(=[O:11])=[O:10])([CH3:8])[C:3]([O:5]CC)=[O:4].[Li+].[OH-], predict the reaction product. The product is: [CH3:1][C:2]([S:9]([CH3:12])(=[O:11])=[O:10])([CH3:8])[C:3]([OH:5])=[O:4]. (7) Given the reactants [Cl:1][C:2]1[N:11]([CH2:12][O:13][CH2:14][CH2:15][Si:16]([CH3:19])([CH3:18])[CH3:17])[C:5]2[CH:6]=[N:7][NH:8][C:9](=[O:10])[C:4]=2[C:3]=1I.C1(P(C2C=CC=CC=2)C2C=CC=CC=2)C=CC=CC=1.C(NC(C)C)(C)C.[CH2:47]([Si:49]([C:54]#[CH:55])([CH2:52][CH3:53])[CH2:50][CH3:51])[CH3:48], predict the reaction product. The product is: [Cl:1][C:2]1[N:11]([CH2:12][O:13][CH2:14][CH2:15][Si:16]([CH3:19])([CH3:18])[CH3:17])[C:5]2[CH:6]=[N:7][NH:8][C:9](=[O:10])[C:4]=2[C:3]=1[C:48]#[C:47][Si:49]([CH2:54][CH3:55])([CH2:52][CH3:53])[CH2:50][CH3:51].